From a dataset of Full USPTO retrosynthesis dataset with 1.9M reactions from patents (1976-2016). Predict the reactants needed to synthesize the given product. Given the product [CH2:1]([O:8][C:9]1[C:10]2[N:11]([CH3:21])[CH:12]=[N:18][C:13]=2[CH:14]=[C:15]([Br:17])[CH:16]=1)[C:2]1[CH:7]=[CH:6][CH:5]=[CH:4][CH:3]=1, predict the reactants needed to synthesize it. The reactants are: [CH2:1]([O:8][C:9]1[CH:16]=[C:15]([Br:17])[CH:14]=[C:13]([N+:18]([O-])=O)[C:10]=1[NH:11][CH3:12])[C:2]1[CH:7]=[CH:6][CH:5]=[CH:4][CH:3]=1.[CH2:21](O)C.